From a dataset of HIV replication inhibition screening data with 41,000+ compounds from the AIDS Antiviral Screen. Binary Classification. Given a drug SMILES string, predict its activity (active/inactive) in a high-throughput screening assay against a specified biological target. (1) The drug is COC(=O)Cn1cnc2c(Cl)nc(Nc3ccccc3)nc21. The result is 0 (inactive). (2) The compound is Oc1nc(-c2ccccc2)nc2cc(Cl)ccc12. The result is 0 (inactive). (3) The molecule is [O+]#C[Fe-3](C#[O+])(C#[O+])([PH]1(c2ccccc2)C2C=CC=CC1C=C2)[PH]1(c2ccccc2)C2C=CC=CC1C=C2. The result is 0 (inactive). (4) The compound is Cc1cn(C(C)OCCN2C(=O)c3ccccc3C2=O)c(=O)[nH]c1=O. The result is 0 (inactive). (5) The result is 0 (inactive). The molecule is Cc1ccc(N2C(=O)C(=Cc3ccc(N(CCC#N)CCC#N)cc3)CC2(O)c2ccccc2)cc1. (6) The drug is O=c1oc2cc(O)ccc2c(O)c1C(c1ccc(C=Cc2ccccc2)cc1)c1c(O)c2ccc(O)cc2oc1=O. The result is 0 (inactive).